Dataset: Catalyst prediction with 721,799 reactions and 888 catalyst types from USPTO. Task: Predict which catalyst facilitates the given reaction. Reactant: [CH2:1]([C:3]1([CH3:15])[CH:8]([CH3:9])[C:7](=[O:10])[CH2:6][C:5]([CH2:12][CH3:13])([CH3:11])[N:4]1[OH:14])[CH3:2].CN(C)CCN(C)CCN(C)C.Br[CH:29]([CH3:40])[C:30]([O:32][CH2:33][CH2:34][O:35][C:36](=[O:39])[CH:37]=[CH2:38])=[O:31]. Product: [CH2:1]([C:3]1([CH3:15])[CH:8]([CH3:9])[CH:7]([OH:10])[CH2:6][C:5]([CH2:12][CH3:13])([CH3:11])[N:4]1[O:14][CH:37]([CH3:38])[C:36]([O:35][CH2:34][CH2:33][O:32][C:30](=[O:31])[CH:29]=[CH2:40])=[O:39])[CH3:2]. The catalyst class is: 11.